From a dataset of Peptide-MHC class II binding affinity with 134,281 pairs from IEDB. Regression. Given a peptide amino acid sequence and an MHC pseudo amino acid sequence, predict their binding affinity value. This is MHC class II binding data. (1) The binding affinity (normalized) is 0.0684. The MHC is HLA-DPA10103-DPB10401 with pseudo-sequence HLA-DPA10103-DPB10401. The peptide sequence is GFKAALAAAAGVQPADKYRT. (2) The MHC is DRB1_1602 with pseudo-sequence DRB1_1602. The binding affinity (normalized) is 0.602. The peptide sequence is YDKCLANVSTVLTGK. (3) The peptide sequence is VKINDKCPSTGEAHL. The MHC is HLA-DQA10201-DQB10303 with pseudo-sequence HLA-DQA10201-DQB10303. The binding affinity (normalized) is 0. (4) The MHC is HLA-DPA10201-DPB10101 with pseudo-sequence HLA-DPA10201-DPB10101. The binding affinity (normalized) is 0.336. The peptide sequence is WDDLRSLCLFSYHRLR. (5) The peptide sequence is GELQIVDKIDRAFKI. The MHC is DRB1_1201 with pseudo-sequence DRB1_1201. The binding affinity (normalized) is 0.746.